Predict the reactants needed to synthesize the given product. From a dataset of Full USPTO retrosynthesis dataset with 1.9M reactions from patents (1976-2016). (1) The reactants are: ClC1C=C(CNC2N=CC3C=C(C4C(Cl)=CC=CC=4Cl)N(C[C@@H]4CCCNC4)C=3N=2)C=CC=1O.[Cl:35][C:36]1[CH:41]=[CH:40][CH:39]=[C:38]([Cl:42])[C:37]=1[C:43]1[N:61]([CH2:62][C@@H:63]2[CH2:68][CH2:67][CH2:66][N:65](C(OC(C)(C)C)=O)[CH2:64]2)[C:46]2[N:47]=[C:48]([NH:51][CH2:52][C:53]3[CH:58]=[CH:57][C:56]([OH:59])=[C:55]([F:60])[CH:54]=3)[N:49]=[CH:50][C:45]=2[CH:44]=1. Given the product [Cl:42][C:38]1[CH:39]=[CH:40][CH:41]=[C:36]([Cl:35])[C:37]=1[C:43]1[N:61]([CH2:62][C@@H:63]2[CH2:68][CH2:67][CH2:66][NH:65][CH2:64]2)[C:46]2[N:47]=[C:48]([NH:51][CH2:52][C:53]3[CH:58]=[CH:57][C:56]([OH:59])=[C:55]([F:60])[CH:54]=3)[N:49]=[CH:50][C:45]=2[CH:44]=1, predict the reactants needed to synthesize it. (2) Given the product [CH2:1]([C:3]([OH:4])([CH2:6][CH3:7])[CH2:5][NH:8][C:9]1[CH:10]=[C:11]([CH2:15][CH2:16][CH2:17][N:18]2[C:26](=[O:27])[C:25]3[C:20](=[CH:21][CH:22]=[CH:23][CH:24]=3)[C:19]2=[O:28])[CH:12]=[CH:13][CH:14]=1)[CH3:2], predict the reactants needed to synthesize it. The reactants are: [CH2:1]([C:3]1([CH2:6][CH3:7])[CH2:5][O:4]1)[CH3:2].[NH2:8][C:9]1[CH:10]=[C:11]([CH2:15][CH2:16][CH2:17][N:18]2[C:26](=[O:27])[C:25]3[C:20](=[CH:21][CH:22]=[CH:23][CH:24]=3)[C:19]2=[O:28])[CH:12]=[CH:13][CH:14]=1. (3) Given the product [OH:1][C:2]1[CH:9]=[CH:8][C:5]([C:6]([OH:17])=[O:7])=[CH:4][C:3]=1[O:10][C:11]([F:12])([F:13])[F:14], predict the reactants needed to synthesize it. The reactants are: [OH:1][C:2]1[CH:9]=[CH:8][C:5]([CH:6]=[O:7])=[CH:4][C:3]=1[O:10][C:11]([F:14])([F:13])[F:12].CC(C)=[O:17].OS(O)(=O)=O.O=[Cr](=O)=O. (4) Given the product [C:1]([O:5][CH:6]([C:12]1[C:16]([C:34]2[C:43]3[N:42]=[CH:41][CH:40]=[CH:39][C:38]=3[C:37]([CH3:45])([CH3:44])[CH2:36][CH:35]=2)=[C:15]([Cl:26])[S:14][C:13]=1[CH3:27])[C:7]([O:9][CH2:10][CH3:11])=[O:8])([CH3:2])([CH3:3])[CH3:4], predict the reactants needed to synthesize it. The reactants are: [C:1]([O:5][CH:6]([C:12]1[C:16](B2OC(C)(C)C(C)(C)O2)=[C:15]([Cl:26])[S:14][C:13]=1[CH3:27])[C:7]([O:9][CH2:10][CH3:11])=[O:8])([CH3:4])([CH3:3])[CH3:2].FC(F)(F)S(O[C:34]1[C:43]2[N:42]=[CH:41][CH:40]=[CH:39][C:38]=2[C:37]([CH3:45])([CH3:44])[CH2:36][CH:35]=1)(=O)=O.C(=O)([O-])[O-].[Cs+].[Cs+]. (5) Given the product [CH2:1]([O:3][C:4]([C:6]1[NH:7][C:8]2[C:13]([CH:14]=1)=[CH:12][C:11]([B:21]1[O:25][C:24]([CH3:27])([CH3:26])[C:23]([CH3:29])([CH3:28])[O:22]1)=[CH:10][CH:9]=2)=[O:5])[CH3:2], predict the reactants needed to synthesize it. The reactants are: [CH2:1]([O:3][C:4]([C:6]1[NH:7][C:8]2[C:13]([CH:14]=1)=[CH:12][C:11](Br)=[CH:10][CH:9]=2)=[O:5])[CH3:2].CC([O-])=O.[K+].[B:21]1([B:21]2[O:25][C:24]([CH3:27])([CH3:26])[C:23]([CH3:29])([CH3:28])[O:22]2)[O:25][C:24]([CH3:27])([CH3:26])[C:23]([CH3:29])([CH3:28])[O:22]1. (6) Given the product [CH2:1]([O:8][C:9]1[CH:14]=[CH:13][C:12]([C:15]2[CH:20]=[C:19]([CH:21]([CH3:23])[CH3:22])[CH:18]=[CH:17][C:16]=2[O:24][CH3:25])=[C:11]([CH2:26][Cl:30])[CH:10]=1)[C:2]1[CH:7]=[CH:6][CH:5]=[CH:4][CH:3]=1, predict the reactants needed to synthesize it. The reactants are: [CH2:1]([O:8][C:9]1[CH:14]=[CH:13][C:12]([C:15]2[CH:20]=[C:19]([CH:21]([CH3:23])[CH3:22])[CH:18]=[CH:17][C:16]=2[O:24][CH3:25])=[C:11]([CH2:26]O)[CH:10]=1)[C:2]1[CH:7]=[CH:6][CH:5]=[CH:4][CH:3]=1.S(Cl)([Cl:30])=O. (7) Given the product [O:16]1[CH2:17][CH2:18][CH2:19][CH2:20][CH:15]1[O:14][CH2:13][CH2:12][O:11][C:10]1[CH:21]=[CH:22][C:7]([B:27]([OH:32])[OH:28])=[CH:8][C:9]=1[C:23]([F:26])([F:25])[F:24], predict the reactants needed to synthesize it. The reactants are: [Li]CCCC.Br[C:7]1[CH:22]=[CH:21][C:10]([O:11][CH2:12][CH2:13][O:14][CH:15]2[CH2:20][CH2:19][CH2:18][CH2:17][O:16]2)=[C:9]([C:23]([F:26])([F:25])[F:24])[CH:8]=1.[B:27](OC(C)C)([O:32]C(C)C)[O:28]C(C)C. (8) Given the product [C:1]([N:12]1[CH2:13][CH2:14][CH:15]([O:18][CH3:21])[CH2:16][CH2:17]1)(=[O:11])/[CH:2]=[CH:3]/[CH2:4][CH2:5][CH2:6][CH2:7][CH2:8][CH2:9][CH3:10], predict the reactants needed to synthesize it. The reactants are: [C:1]([N:12]1[CH2:17][CH2:16][CH:15]([OH:18])[CH2:14][CH2:13]1)(=[O:11])/[CH:2]=[CH:3]/[CH2:4][CH2:5][CH2:6][CH2:7][CH2:8][CH2:9][CH3:10].[H-].[Na+].[CH3:21]I.O.